This data is from Forward reaction prediction with 1.9M reactions from USPTO patents (1976-2016). The task is: Predict the product of the given reaction. (1) Given the reactants Cl.[CH:2]([N:5]1[C:13]2[C:8](=[CH:9][C:10]([C:14]3[O:18][N:17]=[C:16]([C:19]4[CH:28]=[CH:27][CH:26]=[C:25]5[C:20]=4[CH2:21][CH2:22][NH:23][CH2:24]5)[N:15]=3)=[CH:11][CH:12]=2)[CH:7]=[N:6]1)([CH3:4])[CH3:3].[C:29]([O:33][CH2:34][CH3:35])(=[O:32])[CH:30]=[CH2:31], predict the reaction product. The product is: [CH2:34]([O:33][C:29](=[O:32])[CH2:30][CH2:31][N:23]1[CH2:22][CH2:21][C:20]2[C:25](=[CH:26][CH:27]=[CH:28][C:19]=2[C:16]2[N:15]=[C:14]([C:10]3[CH:9]=[C:8]4[C:13](=[CH:12][CH:11]=3)[N:5]([CH:2]([CH3:4])[CH3:3])[N:6]=[CH:7]4)[O:18][N:17]=2)[CH2:24]1)[CH3:35]. (2) The product is: [CH2:53]([C:60]1[N:65]=[C:64]2[N:66]([C@@H:71]3[C:79]4[C:74](=[CH:75][C:76]([C:45]5[CH:46]=[CH:47][CH:48]=[CH:49][C:44]=5[C:43]5[N:39]([C:20]([C:33]6[CH:34]=[CH:35][CH:36]=[CH:37][CH:38]=6)([C:27]6[CH:28]=[CH:29][CH:30]=[CH:31][CH:32]=6)[C:21]6[CH:26]=[CH:25][CH:24]=[CH:23][CH:22]=6)[N:40]=[N:41][N:42]=5)=[CH:77][CH:78]=4)[CH2:73][CH2:72]3)[C:67]([CH2:69][CH3:70])=[N:68][C:63]2=[C:62]([CH3:81])[CH:61]=1)[C:54]1[CH:59]=[CH:58][CH:57]=[CH:56][CH:55]=1. Given the reactants C1(P(C2C=CC=CC=2)C2C=CC=CC=2)C=CC=CC=1.[C:20]([N:39]1[C:43]([C:44]2[CH:49]=[CH:48][CH:47]=[CH:46][C:45]=2B(O)O)=[N:42][N:41]=[N:40]1)([C:33]1[CH:38]=[CH:37][CH:36]=[CH:35][CH:34]=1)([C:27]1[CH:32]=[CH:31][CH:30]=[CH:29][CH:28]=1)[C:21]1[CH:26]=[CH:25][CH:24]=[CH:23][CH:22]=1.[CH2:53]([C:60]1[N:65]=[C:64]2[N:66]([C@@H:71]3[C:79]4[C:74](=[CH:75][C:76](Br)=[CH:77][CH:78]=4)[CH2:73][CH2:72]3)[C:67]([CH2:69][CH3:70])=[N:68][C:63]2=[C:62]([CH3:81])[CH:61]=1)[C:54]1[CH:59]=[CH:58][CH:57]=[CH:56][CH:55]=1.C(=O)([O-])[O-].[K+].[K+].O, predict the reaction product. (3) Given the reactants [CH3:1][C:2]1[CH:7]=[CH:6][C:5]([N+:8]([O-])=O)=[CH:4][C:3]=1[NH:11][C:12]1[S:13][CH:14]=[C:15]([C:17]2[CH:18]=[N:19][CH:20]=[CH:21][CH:22]=2)[N:16]=1.[H][H], predict the reaction product. The product is: [CH3:1][C:2]1[CH:7]=[CH:6][C:5]([NH2:8])=[CH:4][C:3]=1[NH:11][C:12]1[S:13][CH:14]=[C:15]([C:17]2[CH:18]=[N:19][CH:20]=[CH:21][CH:22]=2)[N:16]=1. (4) Given the reactants Cl[C:2]1[CH:7]=[C:6]([CH2:8][CH3:9])[N:5]=[C:4]([CH3:10])[C:3]=1[C:11](=O)[CH3:12].O.[NH2:15][NH2:16], predict the reaction product. The product is: [CH2:8]([C:6]1[N:5]=[C:4]([CH3:10])[C:3]2[C:11]([CH3:12])=[N:15][NH:16][C:2]=2[CH:7]=1)[CH3:9]. (5) Given the reactants [CH3:1][S-:2].[Na+].[N+]([C:7]1[CH:8]=[C:9]([C:14]2[CH:19]=[CH:18][CH:17]=[CH:16][N:15]=2)[N+:10]([O-:13])=[CH:11][CH:12]=1)([O-])=O, predict the reaction product. The product is: [CH3:1][S:2][C:7]1[CH:8]=[C:9]([C:14]2[CH:19]=[CH:18][CH:17]=[CH:16][N:15]=2)[N+:10]([O-:13])=[CH:11][CH:12]=1. (6) The product is: [O:5]=[C:4]1[C:3]2[C:2](=[CH:10][CH:9]=[CH:8][CH:7]=2)[NH:1][C:12](=[S:13])[NH:11]1. Given the reactants [NH2:1][C:2]1[CH:10]=[CH:9][CH:8]=[CH:7][C:3]=1[C:4](O)=[O:5].[N-:11]=[C:12]=[S:13], predict the reaction product.